This data is from Full USPTO retrosynthesis dataset with 1.9M reactions from patents (1976-2016). The task is: Predict the reactants needed to synthesize the given product. (1) Given the product [CH:5]([C:4]1[CH:3]=[C:2]([CH:9]=[CH:8][CH:7]=1)[O:1][CH2:17][C:18]([O:20][CH2:21][CH3:22])=[O:19])=[O:6], predict the reactants needed to synthesize it. The reactants are: [OH:1][C:2]1[CH:3]=[C:4]([CH:7]=[CH:8][CH:9]=1)[CH:5]=[O:6].C(=O)([O-])[O-].[K+].[K+].Br[CH2:17][C:18]([O:20][CH2:21][CH3:22])=[O:19]. (2) Given the product [ClH:19].[CH:20]1([CH2:26][N:27]2[CH2:32][CH2:31][CH:30]([NH:33][S:16]([C:14]3[S:15][C:11]([C:5]4[CH:4]=[C:3]([CH2:1][CH3:2])[C:8](=[O:9])[NH:7][C:6]=4[CH3:10])=[CH:12][CH:13]=3)(=[O:18])=[O:17])[CH2:29][CH2:28]2)[CH2:21][CH2:22][CH2:23][CH2:24][CH2:25]1, predict the reactants needed to synthesize it. The reactants are: [CH2:1]([C:3]1[C:8](=[O:9])[NH:7][C:6]([CH3:10])=[C:5]([C:11]2[S:15][C:14]([S:16]([Cl:19])(=[O:18])=[O:17])=[CH:13][CH:12]=2)[CH:4]=1)[CH3:2].[CH:20]1([CH2:26][N:27]2[CH2:32][CH2:31][CH:30]([NH2:33])[CH2:29][CH2:28]2)[CH2:25][CH2:24][CH2:23][CH2:22][CH2:21]1. (3) Given the product [Br:1][C:2]1[CH:7]=[CH:6][C:5]2[O:8][CH2:16][CH2:15][N:10]3[C:9](=[N:13][CH:12]=[CH:11]3)[C:4]=2[CH:3]=1, predict the reactants needed to synthesize it. The reactants are: [Br:1][C:2]1[CH:7]=[CH:6][C:5]([OH:8])=[C:4]([C:9]2[NH:10][CH:11]=[CH:12][N:13]=2)[CH:3]=1.Br[CH2:15][CH2:16]Br.C(=O)([O-])[O-].[K+].[K+].C([O-])([O-])=O.[Cs+].[Cs+]. (4) Given the product [F:1][C:2]1[CH:7]=[CH:6][C:5]([C:8]2[CH:13]=[CH:12][CH:11]=[CH:10][C:9]=2[NH:14][S:15]([C:18]2[CH:23]=[CH:22][C:21]([O:24][CH3:25])=[CH:20][CH:19]=2)(=[O:16])=[O:17])=[C:4]([C@H:34]([OH:36])[CH3:35])[CH:3]=1, predict the reactants needed to synthesize it. The reactants are: [F:1][C:2]1[CH:7]=[CH:6][C:5]([C:8]2[CH:13]=[CH:12][CH:11]=[CH:10][C:9]=2[N:14](COCC[Si](C)(C)C)[S:15]([C:18]2[CH:23]=[CH:22][C:21]([O:24][CH3:25])=[CH:20][CH:19]=2)(=[O:17])=[O:16])=[C:4]([C@H:34]([OH:36])[CH3:35])[CH:3]=1.[F-].C([N+](CCCC)(CCCC)CCCC)CCC.